Dataset: Reaction yield outcomes from USPTO patents with 853,638 reactions. Task: Predict the reaction yield, written as a fraction of the theoretical maximum amount of product (1.0 means a 100% yield; for example, 0.34 means a 34% yield). (1) The reactants are Cl.[Cl:2][C:3]1[CH:4]=[C:5]([CH2:8][O:9][CH:10]2[CH2:13][NH:12][CH2:11]2)[S:6][CH:7]=1.CCN=C=NCCCN(C)C.C1C=CC2N(O)N=NC=2C=1.C(N(C(C)C)CC)(C)C.Cl.[O:45]=[C:46]1[NH:55][C:54]2[N:53]=[CH:52][C:51](/[CH:56]=[CH:57]/[C:58](O)=[O:59])=[CH:50][C:49]=2[CH2:48][CH2:47]1. The catalyst is CN(C)C=O.O.C(OCC)(=O)C. The product is [Cl:2][C:3]1[CH:4]=[C:5]([CH2:8][O:9][CH:10]2[CH2:11][N:12]([C:58](=[O:59])/[CH:57]=[CH:56]/[C:51]3[CH:50]=[C:49]4[C:54](=[N:53][CH:52]=3)[NH:55][C:46](=[O:45])[CH2:47][CH2:48]4)[CH2:13]2)[S:6][CH:7]=1. The yield is 0.230. (2) The reactants are [C:1](N1C=CN=C1)(N1C=CN=C1)=[O:2].[Cl:13][C:14]1[C:15]([C:22]2[CH:27]=[CH:26][C:25]([Cl:28])=[CH:24][CH:23]=2)=[C:16]([NH:20][NH2:21])[N:17]=[N:18][CH:19]=1.O. The catalyst is C1COCC1. The product is [Cl:13][C:14]1[CH:19]=[N:18][N:17]2[C:1](=[O:2])[NH:21][N:20]=[C:16]2[C:15]=1[C:22]1[CH:23]=[CH:24][C:25]([Cl:28])=[CH:26][CH:27]=1. The yield is 0.610. (3) The reactants are C[Si]([N-][Si](C)(C)C)(C)C.[Na+].[CH2:11]([C@@H:18]1[CH2:22][O:21][C:20](=[O:23])[N:19]1[C:24](=[O:31])[CH2:25][CH2:26][C:27]([F:30])([F:29])[F:28])[C:12]1[CH:17]=[CH:16][CH:15]=[CH:14][CH:13]=1.I[CH3:33]. The catalyst is C1COCC1. The product is [CH2:11]([C@@H:18]1[CH2:22][O:21][C:20](=[O:23])[N:19]1[C:24](=[O:31])[C@H:25]([CH3:33])[CH2:26][C:27]([F:28])([F:29])[F:30])[C:12]1[CH:17]=[CH:16][CH:15]=[CH:14][CH:13]=1. The yield is 0.740.